Dataset: Catalyst prediction with 721,799 reactions and 888 catalyst types from USPTO. Task: Predict which catalyst facilitates the given reaction. (1) Product: [ClH:37].[F:31][C:7]1[CH:8]=[C:9]([C:11]2[N:16]=[C:15]3[N:17]([CH2:20][C:21]4[CH:22]=[C:23]5[C:28](=[CH:29][CH:30]=4)[N:27]=[CH:26][CH:25]=[CH:24]5)[N:18]=[N:19][C:14]3=[CH:13][CH:12]=2)[CH:10]=[C:2]([F:1])[C:3]=1[C:4]([NH2:6])=[O:5]. Reactant: [F:1][C:2]1[CH:10]=[C:9]([C:11]2[N:16]=[C:15]3[N:17]([CH2:20][C:21]4[CH:22]=[C:23]5[C:28](=[CH:29][CH:30]=4)[N:27]=[CH:26][CH:25]=[CH:24]5)[N:18]=[N:19][C:14]3=[CH:13][CH:12]=2)[CH:8]=[C:7]([F:31])[C:3]=1[C:4]([NH2:6])=[O:5].CCOCC.[ClH:37]. The catalyst class is: 1. (2) Reactant: [CH3:1][O:2][C:3]1[CH:4]=[C:5]2[C:9](=[CH:10][CH:11]=1)[N:8]([C:12]1[CH:17]=[C:16]([CH3:18])[N:15]=[C:14]([C:19]3[CH:24]=[CH:23][CH:22]=[CH:21][CH:20]=3)[N:13]=1)[C:7]([CH3:25])=[C:6]2[CH2:26][C:27]([O:29]CC)=[O:28].[OH-].[Na+]. Product: [CH3:1][O:2][C:3]1[CH:4]=[C:5]2[C:9](=[CH:10][CH:11]=1)[N:8]([C:12]1[CH:17]=[C:16]([CH3:18])[N:15]=[C:14]([C:19]3[CH:24]=[CH:23][CH:22]=[CH:21][CH:20]=3)[N:13]=1)[C:7]([CH3:25])=[C:6]2[CH2:26][C:27]([OH:29])=[O:28]. The catalyst class is: 8. (3) Reactant: [CH3:1][C:2]1([C:6]([NH:8][C:9]2[CH:14]=[CH:13][CH:12]=[C:11]([N+:15]([O-])=O)[CH:10]=2)=[O:7])[CH2:5][O:4][CH2:3]1. Product: [NH2:15][C:11]1[CH:10]=[C:9]([NH:8][C:6]([C:2]2([CH3:1])[CH2:5][O:4][CH2:3]2)=[O:7])[CH:14]=[CH:13][CH:12]=1. The catalyst class is: 78. (4) Reactant: [CH2:1]1[C:9]2[C:4](=[CH:5][CH:6]=[CH:7][CH:8]=2)[CH2:3][CH:2]1[O:10][C:11]1[CH:16]=[CH:15][C:14](/[CH:17]=[CH:18]/[C:19]([O:21][CH3:22])=[O:20])=[CH:13][CH:12]=1.O1CCCC1. Product: [CH2:3]1[C:4]2[C:9](=[CH:8][CH:7]=[CH:6][CH:5]=2)[CH2:1][CH:2]1[O:10][C:11]1[CH:16]=[CH:15][C:14]([CH2:17][CH2:18][C:19]([O:21][CH3:22])=[O:20])=[CH:13][CH:12]=1. The catalyst class is: 352. (5) Reactant: [NH2:1][C:2]1[C:7]([N+:8]([O-])=O)=[CH:6][C:5]([Br:11])=[CH:4][N:3]=1. Product: [Br:11][C:5]1[CH:6]=[C:7]([NH2:8])[C:2]([NH2:1])=[N:3][CH:4]=1. The catalyst class is: 14. (6) Reactant: P(Br)(Br)[Br:2].[Cl:5][C:6]1[C:7]([CH3:14])=[C:8]([CH2:12]O)[CH:9]=[CH:10][CH:11]=1. The catalyst class is: 11. Product: [Br:2][CH2:12][C:8]1[CH:9]=[CH:10][CH:11]=[C:6]([Cl:5])[C:7]=1[CH3:14].